From a dataset of Catalyst prediction with 721,799 reactions and 888 catalyst types from USPTO. Predict which catalyst facilitates the given reaction. (1) Reactant: [CH:1]([C@H:3]1[N:8]([C:9]([C:11]2[CH:15]=[C:14]([CH3:16])[N:13]([C:17]3[CH:22]=[CH:21][CH:20]=[CH:19][CH:18]=3)[C:12]=2[C:23]2[CH:28]=[CH:27][CH:26]=[CH:25][CH:24]=2)=[O:10])[CH2:7][CH2:6][N:5](C(OC(C)(C)C)=O)[CH2:4]1)=O.[CH2:36]([NH2:43])[C:37]1[CH:42]=[CH:41][CH:40]=[CH:39][CH:38]=1.C(O[BH-](OC(=O)C)OC(=O)C)(=O)C.[Na+].C(=O)(O)[O-].[Na+].[Cl:63]CCl. Product: [ClH:63].[ClH:63].[CH2:36]([NH:43][CH2:1][C@@H:3]1[CH2:4][NH:5][CH2:6][CH2:7][N:8]1[C:9]([C:11]1[CH:15]=[C:14]([CH3:16])[N:13]([C:17]2[CH:22]=[CH:21][CH:20]=[CH:19][CH:18]=2)[C:12]=1[C:23]1[CH:28]=[CH:27][CH:26]=[CH:25][CH:24]=1)=[O:10])[C:37]1[CH:42]=[CH:41][CH:40]=[CH:39][CH:38]=1. The catalyst class is: 640. (2) Reactant: [C:1]([O:5][C:6]([NH:8][C:9]1[CH:14]=[CH:13][CH:12]=[CH:11][CH:10]=1)=[O:7])([CH3:4])([CH3:3])[CH3:2].[Li]C(C)(C)C.[Sn:20](Cl)([CH2:29][CH2:30][CH2:31][CH3:32])([CH2:25][CH2:26][CH2:27][CH3:28])[CH2:21][CH2:22][CH2:23][CH3:24].C([O-])(O)=O.[Na+]. Product: [C:1]([O:5][C:6](=[O:7])[NH:8][C:9]1[CH:14]=[CH:13][CH:12]=[CH:11][C:10]=1[Sn:20]([CH2:25][CH2:26][CH2:27][CH3:28])([CH2:29][CH2:30][CH2:31][CH3:32])[CH2:21][CH2:22][CH2:23][CH3:24])([CH3:4])([CH3:2])[CH3:3]. The catalyst class is: 1. (3) Reactant: [NH:1]1[C:9]2[CH:8]=[CH:7][CH:6]=[C:5]([C:10]([O:12][CH3:13])=[O:11])[C:4]=2[CH:3]=[CH:2]1.[CH3:14][N+:15]([CH3:17])=[CH2:16].[I-:18]. Product: [IH:18].[CH3:13][O:12][C:10]([C:5]1[C:4]2[C:3]([CH2:14][N:15]([CH3:17])[CH3:16])=[CH:2][NH:1][C:9]=2[CH:8]=[CH:7][CH:6]=1)=[O:11]. The catalyst class is: 15. (4) Reactant: [CH2:1]([O:3][C:4]([C:6]1[C:7]([C:31]2[O:32][CH:33]=[C:34]([C:36]([OH:38])=O)[N:35]=2)=[C:8]2[C:26](=[O:27])[N:25]3[CH2:28][CH2:29][CH2:30][N:24]3[C:9]2=[N:10][C:11]=1[CH2:12][CH2:13][C:14]1[CH:19]=[CH:18][C:17]([C:20]([F:23])([F:22])[F:21])=[CH:16][CH:15]=1)=[O:5])[CH3:2].CCN=C=[N:43][CH2:44][CH2:45][CH2:46]N(C)C.[CH:50]1[CH:51]=[CH:52][C:53]2N(O)N=N[C:54]=2[CH:55]=1.Cl. Product: [C@H:44]1([NH:43][C:36]([C:34]2[N:35]=[C:31]([C:7]3[C:6]([C:4]([O:3][CH2:1][CH3:2])=[O:5])=[C:11]([CH2:12][CH2:13][C:14]4[CH:15]=[CH:16][C:17]([C:20]([F:22])([F:21])[F:23])=[CH:18][CH:19]=4)[N:10]=[C:9]4[N:24]5[CH2:30][CH2:29][CH2:28][N:25]5[C:26](=[O:27])[C:8]=34)[O:32][CH:33]=2)=[O:38])[C:54]2[C:53](=[CH:52][CH:51]=[CH:50][CH:55]=2)[CH2:46][CH2:45]1. The catalyst class is: 2.